This data is from Forward reaction prediction with 1.9M reactions from USPTO patents (1976-2016). The task is: Predict the product of the given reaction. Given the reactants [C:1]1([S:7][CH2:8][CH:9]([CH2:18][C:19]2[O:23][N:22]=[C:21]([CH2:24][CH2:25][CH2:26][CH2:27][NH:28][C:29]3[CH:34]=[CH:33][CH:32]=[CH:31][N:30]=3)[N:20]=2)[CH2:10][C:11]([O:13]C(C)(C)C)=[O:12])[CH:6]=[CH:5][CH:4]=[CH:3][CH:2]=1.[C:35]([OH:41])([C:37]([F:40])([F:39])[F:38])=[O:36], predict the reaction product. The product is: [F:38][C:37]([F:40])([F:39])[C:35]([OH:41])=[O:36].[C:1]1([S:7][CH2:8][CH:9]([CH2:18][C:19]2[O:23][N:22]=[C:21]([CH2:24][CH2:25][CH2:26][CH2:27][NH:28][C:29]3[CH:34]=[CH:33][CH:32]=[CH:31][N:30]=3)[N:20]=2)[CH2:10][C:11]([OH:13])=[O:12])[CH:6]=[CH:5][CH:4]=[CH:3][CH:2]=1.